From a dataset of Forward reaction prediction with 1.9M reactions from USPTO patents (1976-2016). Predict the product of the given reaction. (1) Given the reactants S(=O)(=O)(O)O.[Cl:6][C:7]1[CH:12]=[C:11]([NH2:13])[CH:10]=[C:9]([Cl:14])[N:8]=1.[N+:15]([O-])([OH:17])=[O:16], predict the reaction product. The product is: [Cl:6][C:7]1[CH:12]=[C:11]([NH:13][N+:15]([O-:17])=[O:16])[CH:10]=[C:9]([Cl:14])[N:8]=1. (2) The product is: [C:4]([C:3]1[C:2]([NH:10][C:11]2[CH:12]=[C:13]([CH:26]=[CH:27][C:28]=2[CH3:29])[C:14]([NH:16][C:17]2[CH:22]=[CH:21][CH:20]=[C:19]([CH:23]([CH3:25])[CH3:24])[CH:18]=2)=[O:15])=[N:9][CH:8]=[CH:7][CH:6]=1)#[N:5]. Given the reactants Cl[C:2]1[N:9]=[CH:8][CH:7]=[CH:6][C:3]=1[C:4]#[N:5].[NH2:10][C:11]1[CH:12]=[C:13]([CH:26]=[CH:27][C:28]=1[CH3:29])[C:14]([NH:16][C:17]1[CH:22]=[CH:21][CH:20]=[C:19]([CH:23]([CH3:25])[CH3:24])[CH:18]=1)=[O:15], predict the reaction product.